From a dataset of Full USPTO retrosynthesis dataset with 1.9M reactions from patents (1976-2016). Predict the reactants needed to synthesize the given product. (1) Given the product [F:23][C:24]1[CH:30]=[CH:29][C:27]([NH:4][C:3]([C:5]2[C:9]([NH:10][CH2:11][CH2:12][NH:13][S:14]([CH3:17])(=[O:16])=[O:15])=[N:8][O:7][N:6]=2)=[N:2][OH:1])=[CH:26][C:25]=1[CH3:31], predict the reactants needed to synthesize it. The reactants are: [OH:1][NH:2][C:3]([C:5]1[C:9]([NH:10][CH2:11][CH2:12][NH:13][S:14]([CH3:17])(=[O:16])=[O:15])=[N:8][O:7][N:6]=1)=[NH:4].Cl.N([O-])=O.[Na+].[F:23][C:24]1[CH:30]=[CH:29][C:27](N)=[CH:26][C:25]=1[CH3:31]. (2) Given the product [CH3:1][O:2][C:3]1[CH:8]=[CH:7][C:6]([C:9]([F:12])([F:11])[F:10])=[CH:5][C:4]=1[C:21]1[CH:20]=[CH:19][N:18]=[C:17]([NH2:16])[CH:22]=1, predict the reactants needed to synthesize it. The reactants are: [CH3:1][O:2][C:3]1[CH:8]=[CH:7][C:6]([C:9]([F:12])([F:11])[F:10])=[CH:5][C:4]=1B(O)O.[NH2:16][C:17]1[CH:22]=[C:21](Br)[CH:20]=[CH:19][N:18]=1.C(=O)([O-])[O-].[Na+].[Na+]. (3) Given the product [C:9]([C:13]1[CH:17]=[C:16]([NH2:18])[N:15]([C:6]2[CH:5]=[CH:4][N:3]=[C:2]([Cl:1])[N:7]=2)[N:14]=1)([CH3:12])([CH3:11])[CH3:10], predict the reactants needed to synthesize it. The reactants are: [Cl:1][C:2]1[N:7]=[C:6](Cl)[CH:5]=[CH:4][N:3]=1.[C:9]([C:13]1[CH:17]=[C:16]([NH2:18])[NH:15][N:14]=1)([CH3:12])([CH3:11])[CH3:10].C(=O)([O-])[O-].[Na+].[Na+]. (4) Given the product [CH2:14]([C:5]1[N:4]([CH3:9])[C:3](=[O:10])[C:2]([Br:1])=[CH:7][N:6]=1)[C:15]1[CH:20]=[CH:19][CH:18]=[CH:17][CH:16]=1, predict the reactants needed to synthesize it. The reactants are: [Br:1][C:2]1[C:3](=[O:10])[N:4]([CH3:9])[C:5](Cl)=[N:6][CH:7]=1.N#N.[Br-].[CH2:14]([Zn+])[C:15]1[CH:20]=[CH:19][CH:18]=[CH:17][CH:16]=1. (5) Given the product [CH3:28][C:5]1[N:1]([CH2:6][C:7]23[CH2:14][CH:13]4[CH2:12][CH:11]([CH2:10][C:9]([O:17][CH2:18][CH2:19][O:20][CH2:21][CH2:22][O:23][CH2:24][CH2:25][OH:26])([CH2:15]4)[CH2:8]2)[CH2:16]3)[N:2]=[CH:3][CH:4]=1, predict the reactants needed to synthesize it. The reactants are: [N:1]1([CH2:6][C:7]23[CH2:16][CH:11]4[CH2:12][CH:13]([CH2:15][C:9]([O:17][CH2:18][CH2:19][O:20][CH2:21][CH2:22][O:23][CH2:24][CH2:25][OH:26])([CH2:10]4)[CH2:8]2)[CH2:14]3)[CH:5]=[CH:4][CH:3]=[N:2]1.[Li][CH2:28]CCC.IC. (6) Given the product [C:31]([O:29][C@@H:24]1[CH2:25][CH2:26][CH2:27][CH2:28][C@H:23]1[N:13]1[C:12](=[O:30])[C:11]2[C:16](=[C:17]3[CH:22]=[CH:21][CH:20]=[CH:19][C:18]3=[C:9]([CH2:8][C:5]3[CH:6]=[N:7][C:2]([Cl:1])=[CH:3][CH:4]=3)[CH:10]=2)[N:15]=[CH:14]1)(=[O:33])[CH3:32], predict the reactants needed to synthesize it. The reactants are: [Cl:1][C:2]1[N:7]=[CH:6][C:5]([CH2:8][C:9]2[CH:10]=[C:11]3[C:16](=[C:17]4[CH:22]=[CH:21][CH:20]=[CH:19][C:18]=24)[N:15]=[CH:14][N:13]([C@@H:23]2[CH2:28][CH2:27][CH2:26][CH2:25][C@H:24]2[OH:29])[C:12]3=[O:30])=[CH:4][CH:3]=1.[C:31](OC(=O)C)(=[O:33])[CH3:32].C(N(CC)CC)C.